This data is from Forward reaction prediction with 1.9M reactions from USPTO patents (1976-2016). The task is: Predict the product of the given reaction. (1) The product is: [C:12]([C:11]([C:10]1[C:4]2[O:3][C:2]([CH3:16])([CH3:1])[O:6][C:5]=2[C:7]([O:14][CH3:15])=[CH:8][CH:9]=1)([CH2:7][CH2:5][C:4]([O:3][CH3:2])=[O:23])[CH2:19][CH2:18][C:17]([O:21][CH3:22])=[O:20])#[N:13]. Given the reactants [CH3:1][C:2]1([CH3:16])[O:6][C:5]2[C:7]([O:14][CH3:15])=[CH:8][CH:9]=[C:10]([CH2:11][C:12]#[N:13])[C:4]=2[O:3]1.[C:17]([O:21][CH3:22])(=[O:20])[CH:18]=[CH2:19].[OH2:23].Cl, predict the reaction product. (2) Given the reactants [CH2:1]([O:3][C:4]([C:6]1[C:10]([Br:11])=[C:9]([Br:12])[N:8]([C:13]2[CH:18]=[CH:17][CH:16]=[CH:15][CH:14]=2)[C:7]=1[CH2:19]Br)=[O:5])[CH3:2].[CH2:21]([O:23][C:24](=[O:34])[CH2:25][NH:26][C:27]([O:29][C:30]([CH3:33])([CH3:32])[CH3:31])=[O:28])[CH3:22], predict the reaction product. The product is: [CH2:1]([O:3][C:4]([C:6]1[C:10]([Br:11])=[C:9]([Br:12])[N:8]([C:13]2[CH:18]=[CH:17][CH:16]=[CH:15][CH:14]=2)[C:7]=1[CH2:19][N:26]([C:27]([O:29][C:30]([CH3:31])([CH3:33])[CH3:32])=[O:28])[CH2:25][C:24]([O:23][CH2:21][CH3:22])=[O:34])=[O:5])[CH3:2]. (3) Given the reactants [S:1](Cl)([C:4]1[CH:10]=[CH:9][C:7]([CH3:8])=[CH:6][CH:5]=1)(=[O:3])=[O:2].CN(C1C=CC=CN=1)C.[OH:21][CH2:22][CH2:23][O:24][CH2:25][CH2:26][O:27][C:28]1[CH:33]=[CH:32][C:31]([C@H:34]2[CH2:51][C@@:49]3([CH3:50])[C@@H:45]([CH2:46][CH2:47][C:48]3=[O:52])[C@H:44]3[C:35]2=[C:36]2[C:41]([CH2:42][CH2:43]3)=[CH:40][C:39](=[O:53])[CH2:38][CH2:37]2)=[CH:30][CH:29]=1, predict the reaction product. The product is: [CH3:8][C:7]1[CH:9]=[CH:10][C:4]([S:1]([O:21][CH2:22][CH2:23][O:24][CH2:25][CH2:26][O:27][C:28]2[CH:33]=[CH:32][C:31]([C@H:34]3[CH2:51][C@@:49]4([CH3:50])[C@@H:45]([CH2:46][CH2:47][C:48]4=[O:52])[C@H:44]4[C:35]3=[C:36]3[C:41]([CH2:42][CH2:43]4)=[CH:40][C:39](=[O:53])[CH2:38][CH2:37]3)=[CH:30][CH:29]=2)(=[O:3])=[O:2])=[CH:5][CH:6]=1. (4) The product is: [CH3:1][C:2]1[C:3]([C:20]([F:22])([F:21])[F:23])=[CH:4][C:5]([NH:8][CH2:9][CH2:10][CH2:11][CH2:12][CH2:13][CH2:14][C:15]([O:17][CH2:18][CH3:19])=[O:16])=[C:6]([N+:28]([O-:30])=[O:29])[CH:7]=1. Given the reactants [CH3:1][C:2]1[CH:7]=[CH:6][C:5]([NH:8][CH2:9][CH2:10][CH2:11][CH2:12][CH2:13][CH2:14][C:15]([O:17][CH2:18][CH3:19])=[O:16])=[CH:4][C:3]=1[C:20]([F:23])([F:22])[F:21].C(O)(=O)C.[N+:28]([O-])([OH:30])=[O:29].C(OC(=O)C)(=O)C, predict the reaction product. (5) Given the reactants ClC1C(C(OC)=O)=CC=C2C=1C=CN2.[NH2:15][C:16]1[C:25]([Cl:26])=[CH:24][C:19]([C:20]([O:22][CH3:23])=[O:21])=[C:18]([CH3:27])[C:17]=1[C:28]#[CH:29], predict the reaction product. The product is: [Cl:26][C:25]1[CH:24]=[C:19]([C:20]([O:22][CH3:23])=[O:21])[C:18]([CH3:27])=[C:17]2[C:16]=1[NH:15][CH:29]=[CH:28]2. (6) Given the reactants [CH2:1]([C:3]1[S:14][C:6]2=[N:7][C:8]([CH2:12][OH:13])=[CH:9][C:10](=[O:11])[N:5]2[N:4]=1)[CH3:2], predict the reaction product. The product is: [CH2:1]([C:3]1[S:14][C:6]2=[N:7][C:8]([CH:12]=[O:13])=[CH:9][C:10](=[O:11])[N:5]2[N:4]=1)[CH3:2]. (7) Given the reactants CC1(C)[O:7][C:6](=[O:8])[C:5]2([CH2:13][CH2:12][S:11](=[O:15])(=[O:14])[CH2:10][CH2:9]2)[C:4](=[O:16])[O:3]1, predict the reaction product. The product is: [O:14]=[S:11]1(=[O:15])[CH2:12][CH2:13][C:5]([C:4]([OH:16])=[O:3])([C:6]([OH:8])=[O:7])[CH2:9][CH2:10]1. (8) Given the reactants [C:1]1([S:7]([N:10]2[C:14]3=[N:15][CH:16]=[C:17]([Cl:19])[CH:18]=[C:13]3[C:12]([CH2:20][C:21]3[S:25][C:24]([NH2:26])=[N:23][C:22]=3[Cl:27])=[CH:11]2)(=[O:9])=[O:8])[CH:6]=[CH:5][CH:4]=[CH:3][CH:2]=1.[F:28][C:29]1[CH:30]=[C:31]([CH:35]=O)[CH:32]=[N:33][CH:34]=1.C([BH3-])#N.C(=O)([O-])[O-].[K+].[K+], predict the reaction product. The product is: [C:1]1([S:7]([N:10]2[C:14]3=[N:15][CH:16]=[C:17]([Cl:19])[CH:18]=[C:13]3[C:12]([CH2:20][C:21]3[S:25][C:24]([NH:26][CH2:35][C:31]4[CH:32]=[N:33][CH:34]=[C:29]([F:28])[CH:30]=4)=[N:23][C:22]=3[Cl:27])=[CH:11]2)(=[O:9])=[O:8])[CH:2]=[CH:3][CH:4]=[CH:5][CH:6]=1.